Dataset: Reaction yield outcomes from USPTO patents with 853,638 reactions. Task: Predict the reaction yield, written as a fraction of the theoretical maximum amount of product (1.0 means a 100% yield; for example, 0.34 means a 34% yield). (1) The reactants are Cl[C:2]1[CH:10]=[CH:9][C:5]([C:6]([OH:8])=[O:7])=[CH:4][C:3]=1[N+:11]([O-:13])=[O:12].[N:14]1C2C(=CC=CC=2)C=C[CH:15]=1. The catalyst is Cl.O. The product is [C:15]([C:2]1[CH:10]=[CH:9][C:5]([C:6]([OH:8])=[O:7])=[CH:4][C:3]=1[N+:11]([O-:13])=[O:12])#[N:14]. The yield is 0.480. (2) The reactants are [NH2:1][C:2]1[NH:3][C:4](=[O:20])[C:5]2[N:6]=[CH:7][N:8]([C@H]3C[C@@H](CO)[C@H](O)[C@@H]3O)[C:9]=2[N:10]=1.[CH2:21](Br)[C:22]1[CH:27]=[CH:26][CH:25]=[CH:24][CH:23]=1.Cl.[OH-].[Na+]. The catalyst is CS(C)=O.CO. The product is [NH2:1][C:2]1[NH:3][C:4](=[O:20])[C:5]2[N:6]([CH2:21][C:22]3[CH:27]=[CH:26][CH:25]=[CH:24][CH:23]=3)[CH:7]=[N:8][C:9]=2[N:10]=1. The yield is 0.933. (3) The reactants are C1(P(C2CCCCC2)C2C=CC=CC=2C2C(C(C)C)=CC(C(C)C)=CC=2C(C)C)CCCCC1.C(=O)([O-])[O-].[Cs+].[Cs+].Br[C:42]1[CH:43]=[C:44]2[C:49](=[CH:50][CH:51]=1)[N:48]=[C:47]([CH3:52])[C:46]([S:53]([CH3:56])(=[O:55])=[O:54])=[C:45]2[C:57]1[CH:62]=[CH:61][C:60]([C:63]([F:66])([F:65])[F:64])=[CH:59][CH:58]=1.[NH:67]1[CH2:72][CH2:71][O:70][CH2:69][CH2:68]1. The catalyst is C(O)(C)(C)C.CCCCCCC. The product is [CH3:56][S:53]([C:46]1[C:47]([CH3:52])=[N:48][C:49]2[C:44]([C:45]=1[C:57]1[CH:58]=[CH:59][C:60]([C:63]([F:64])([F:66])[F:65])=[CH:61][CH:62]=1)=[CH:43][C:42]([N:67]1[CH2:72][CH2:71][O:70][CH2:69][CH2:68]1)=[CH:51][CH:50]=2)(=[O:54])=[O:55]. The yield is 0.290. (4) The reactants are [NH2:1][C:2]1[CH:7]=[CH:6][C:5]([NH:8][C:9](=[O:11])[CH3:10])=[CH:4][CH:3]=1.P(=O)(O)(O)O.[N+]([O-])(O)=O.[N:21]([O-])=O.[Na+].[CH3:25][C:26](=[O:31])[CH2:27][C:28](=[O:30])[CH3:29].C([O-])(=O)C.[K+].C([O-])([O-])=O.[Na+].[Na+]. The catalyst is C(O)C. The product is [C:28]([C:27](=[N:21][NH:1][C:2]1[CH:3]=[CH:4][C:5]([NH:8][C:9](=[O:11])[CH3:10])=[CH:6][CH:7]=1)[C:26](=[O:31])[CH3:25])(=[O:30])[CH3:29]. The yield is 0.800. (5) The reactants are [H-].[Na+].[OH:3][C:4]1[CH:5]=[C:6]2[C:10](=[CH:11][CH:12]=1)[C:9](=[O:13])[NH:8][CH2:7]2.F[C:15]1[CH:20]=[CH:19][C:18]([N+:21]([O-:23])=[O:22])=[CH:17][CH:16]=1.O. The catalyst is CN(C=O)C. The product is [C:9]1(=[O:13])[C:10]2[C:6](=[CH:5][C:4]([O:3][C:15]3[CH:20]=[CH:19][C:18]([N+:21]([O-:23])=[O:22])=[CH:17][CH:16]=3)=[CH:12][CH:11]=2)[CH2:7][NH:8]1. The yield is 0.890. (6) The reactants are [CH3:1]C(C)([O-])C.[K+].[CH2:7]([N:14]1[CH2:18][CH2:17][CH:16]([C:19]([C:21]2[CH:22]=[C:23]3[C:27](=[CH:28][CH:29]=2)[NH:26][C:25]([C:30]([O:32][CH2:33][CH3:34])=[O:31])=[CH:24]3)=O)[CH2:15]1)[C:8]1[CH:13]=[CH:12][CH:11]=[CH:10][CH:9]=1.C(=O)([O-])[O-].[Na+].[Na+]. The catalyst is C1COCC1.[Br-].C[P+](C1C=CC=CC=1)(C1C=CC=CC=1)C1C=CC=CC=1.C(OCC)(=O)C. The product is [CH2:7]([N:14]1[CH2:18][CH2:17][CH:16]([C:19]([C:21]2[CH:22]=[C:23]3[C:27](=[CH:28][CH:29]=2)[NH:26][C:25]([C:30]([O:32][CH2:33][CH3:34])=[O:31])=[CH:24]3)=[CH2:1])[CH2:15]1)[C:8]1[CH:13]=[CH:12][CH:11]=[CH:10][CH:9]=1. The yield is 0.810. (7) The reactants are [F:1][C:2]1[CH:3]=[C:4]([CH:19]=[CH:20][CH:21]=1)[CH2:5][O:6][C:7]1[CH:12]=[CH:11][C:10]([CH:13]=[C:14]([CH3:18])[C:15]([NH2:17])=[O:16])=[CH:9][CH:8]=1. The catalyst is CO.[Pt](=O)=O. The product is [F:1][C:2]1[CH:3]=[C:4]([CH:19]=[CH:20][CH:21]=1)[CH2:5][O:6][C:7]1[CH:8]=[CH:9][C:10]([CH2:13][CH:14]([CH3:18])[C:15]([NH2:17])=[O:16])=[CH:11][CH:12]=1. The yield is 0.230. (8) The reactants are S(Cl)(Cl)=O.Cl.[O:6]=[C:7]1[C:12]([C:13]([F:16])([F:15])[F:14])=[N:11][C:10]([C:17]([OH:19])=[O:18])=[CH:9][NH:8]1.[CH3:20]O. No catalyst specified. The product is [O:6]=[C:7]1[C:12]([C:13]([F:16])([F:14])[F:15])=[N:11][C:10]([C:17]([O:19][CH3:20])=[O:18])=[CH:9][NH:8]1. The yield is 0.780. (9) The reactants are Cl[C:2]1[C:7]([NH2:8])=[C:6]([Cl:9])[N:5]=[C:4]([CH3:10])[N:3]=1.[C:11]([N:16]=[C:17]=[S:18])(=[O:15])[O:12][CH2:13][CH3:14]. The catalyst is C1(C)C=CC=CC=1. The product is [Cl:9][C:6]1[C:7]2[N:8]=[C:17]([NH:16][C:11](=[O:15])[O:12][CH2:13][CH3:14])[S:18][C:2]=2[N:3]=[C:4]([CH3:10])[N:5]=1. The yield is 0.705. (10) The reactants are [CH:1]1[NH:7][C:5](=O)[C:4]2[N:8]=[CH:9][N:10]([C@@H:11]3[O:15][C@H:14]([CH2:16][O:17]P(O[C@H]4[C@@H](O)[C@H](N5C6N=CNC(=O)C=6N=C5)O[C@@H]4COP(O[C@H]4[C@@H](O)[C@H](N5C6N=CNC(=O)C=6N=C5)O[C@@H]4COP(O[C@H]4[C@@H](O)[C@H](N5C6N=CNC(=O)C=6N=C5)O[C@@H]4COP(O[C@H]4[C@@H](O)[C@H](N5C6N=CNC(=O)C=6N=C5)O[C@@H]4COP(O[C@H]4[C@@H](O)[C@H](N5C6N=CNC(=O)C=6N=C5)O[C@@H]4COP(O[C@H]4[C@@H](O)[C@H](N5C6N=CNC(=O)C=6N=C5)O[C@@H]4COP(O[C@H]4[C@@H](O)[C@H](N5C6N=CNC(=O)C=6N=C5)O[C@@H]4COP(O[C@H]4[C@@H](O)[C@H](N5C6N=CNC(=O)C=6N=C5)O[C@@H]4COP(O[C@H]4[C@@H](O)[C@H](N5C6N=CNC(=O)C=6N=C5)O[C@@H]4COP(O[C@H]4[C@@H](O)[C@H](N5C6N=CNC(=O)C=6N=C5)O[C@@H]4COP(O[C@H]4[C@@H](O)[C@H](N5C6N=CNC(=O)C=6N=C5)O[C@@H]4COP(O[C@H]4[C@@H](O)[C@H](N5C6N=CNC(=O)C=6N=C5)O[C@@H]4COP(O[C@H]4[C@@H](O)[C@H](N5C6N=CNC(=O)C=6N=C5)O[C@@H]4COP(O[C@H]4[C@@H](O)[C@H](N5C6N=CNC(=O)C=6N=C5)O[C@@H]4COP(O[C@H]4[C@@H](O)[C@H](N5C6N=CNC(=O)C=6N=C5)O[C@@H]4COP(O[C@H]4[C@@H](O)[C@H](N5C6N=CNC(=O)C=6N=C5)O[C@@H]4COP(O[C@H]4[C@@H](O)[C@H](N5C6N=CNC(=O)C=6N=C5)O[C@@H]4COP(O[C@H]4[C@@H](O)[C@H](N5C6N=CNC(=O)C=6N=C5)O[C@@H]4COP(O[C@H]4[C@@H](O)[C@H](N5C6N=CNC(=O)C=6N=C5)O[C@@H]4COP(O[C@H]4[C@@H](O)[C@H](N5C6N=CNC(=O)C=6N=C5)O[C@@H]4COP(O[C@H]4[C@@H](O)[C@H](N5C6N=CNC(=O)C=6N=C5)O[C@@H]4COP(O[C@H]4[C@@H](O)[C@H](N5C6N=CNC(=O)C=6N=C5)O[C@@H]4COP(O[C@H]4[C@@H](O)[C@H](N5C6N=CNC(=O)C=6N=C5)O[C@@H]4COP(O[C@H]4[C@@H](O)[C@H](N5C6N=CNC(=O)C=6N=C5)O[C@@H]4CO)(O)=O)(O)=O)(O)=O)(O)=O)(O)=O)(O)=O)(O)=O)(O)=O)(O)=O)(O)=O)(O)=O)(O)=O)(O)=O)(O)=O)(O)=O)(O)=O)(O)=O)(O)=O)(O)=O)(O)=O)(O)=O)(O)=O)(O)=O)(O)=O)[C@@H:13]([OH:546])[C@H:12]3[OH:547])[C:3]=2[N:2]=1.F[P-](F)(F)(F)(F)F.[N:555]1([O:564][P+](N(C)C)(N(C)C)N(C)C)[C:559]2[CH:560]=[CH:561][CH:562]=[CH:563][C:558]=2[N:557]=[N:556]1.CCN(C(C)C)C(C)C. The catalyst is CN(C=O)C. The product is [N:555]1([O:564][C:5]2[C:4]3[N:8]=[CH:9][N:10]([C:3]=3[N:2]=[CH:1][N:7]=2)[C@@H:11]2[O:15][C@H:14]([CH2:16][OH:17])[C@@H:13]([OH:546])[C@H:12]2[OH:547])[C:559]2[CH:560]=[CH:561][CH:562]=[CH:563][C:558]=2[N:557]=[N:556]1. The yield is 0.530.